From a dataset of Reaction yield outcomes from USPTO patents with 853,638 reactions. Predict the reaction yield, written as a fraction of the theoretical maximum amount of product (1.0 means a 100% yield; for example, 0.34 means a 34% yield). (1) The reactants are C[Si](C)(C)[NH:3][Si](C)(C)C.C([Li])CCC.[F:15][C:16]1[CH:23]=[CH:22][C:19]([C:20]#[N:21])=[CH:18][CH:17]=1.Cl. The catalyst is C(OCC)C.CCCCCC.O. The product is [F:15][C:16]1[CH:23]=[CH:22][C:19]([C:20](=[NH:3])[NH2:21])=[CH:18][CH:17]=1. The yield is 0.613. (2) The reactants are [N:1]1[CH:6]=[CH:5][CH:4]=[C:3]([C:7]2[N:12]=[C:11]([NH2:13])[CH:10]=[N:9][C:8]=2[C:14]2[CH:19]=[CH:18][N:17]=[CH:16][CH:15]=2)[CH:2]=1.Br[C:21]1[S:22][CH:23]=[CH:24][N:25]=1.C(=O)([O-])[O-].[Cs+].[Cs+].CC1(C)C2C=CC=C(P(C3C=CC=CC=3)C3C=CC=CC=3)C=2OC2C1=CC=CC=2P(C1C=CC=CC=1)C1C=CC=CC=1. The catalyst is C1C=CC(/C=C/C(/C=C/C2C=CC=CC=2)=O)=CC=1.C1C=CC(/C=C/C(/C=C/C2C=CC=CC=2)=O)=CC=1.C1C=CC(/C=C/C(/C=C/C2C=CC=CC=2)=O)=CC=1.[Pd].[Pd].O1CCOCC1. The product is [N:1]1[CH:6]=[CH:5][CH:4]=[C:3]([C:7]2[N:12]=[C:11]([NH:13][C:21]3[S:22][CH:23]=[CH:24][N:25]=3)[CH:10]=[N:9][C:8]=2[C:14]2[CH:15]=[CH:16][N:17]=[CH:18][CH:19]=2)[CH:2]=1. The yield is 0.440. (3) The reactants are [CH2:1]([C:3]1[N:8]=[C:7]([N:9]2[CH2:14][CH2:13][N:12]([CH2:15][CH2:16][CH2:17][CH:18]=[CH:19][C:20]3[N:29]=[C:28]4[C:23]([CH2:24][CH2:25][C:26](=[O:30])[NH:27]4)=[CH:22][CH:21]=3)[CH2:11][CH2:10]2)[CH:6]=[CH:5][CH:4]=1)[CH3:2]. The catalyst is CCO.[Pd]. The product is [CH2:1]([C:3]1[N:8]=[C:7]([N:9]2[CH2:10][CH2:11][N:12]([CH2:15][CH2:16][CH2:17][CH2:18][CH2:19][C:20]3[N:29]=[C:28]4[C:23]([CH2:24][CH2:25][C:26](=[O:30])[NH:27]4)=[CH:22][CH:21]=3)[CH2:13][CH2:14]2)[CH:6]=[CH:5][CH:4]=1)[CH3:2]. The yield is 0.100. (4) The reactants are [F:1][C:2]1[CH:3]=[C:4]2[C:23](=[CH:24][CH:25]=1)[O:22][C:7]1([CH2:12][CH2:11][N:10]([C:13]([C:15]3[CH:20]=[CH:19][C:18]([OH:21])=[CH:17][N:16]=3)=[O:14])[CH2:9][CH2:8]1)[CH2:6][C@H:5]2[O:26][CH:27]([CH3:29])[CH3:28].C(=O)([O-])[O-].[K+].[K+].Br[CH:37]([CH3:39])[CH3:38]. The catalyst is CN(C=O)C. The product is [F:1][C:2]1[CH:3]=[C:4]2[C:23](=[CH:24][CH:25]=1)[O:22][C:7]1([CH2:12][CH2:11][N:10]([C:13]([C:15]3[CH:20]=[CH:19][C:18]([O:21][CH:37]([CH3:39])[CH3:38])=[CH:17][N:16]=3)=[O:14])[CH2:9][CH2:8]1)[CH2:6][C@H:5]2[O:26][CH:27]([CH3:29])[CH3:28]. The yield is 0.520.